From a dataset of Catalyst prediction with 721,799 reactions and 888 catalyst types from USPTO. Predict which catalyst facilitates the given reaction. (1) Reactant: [NH2:1][C:2]1[N:10]=[C:9]([O:11][CH2:12][CH2:13][CH2:14][CH3:15])[N:8]=[C:7]2[C:3]=1[NH:4][C:5](=[O:41])[N:6]2[CH2:16][CH2:17][CH2:18][N:19]([CH2:29][C:30]1[CH:35]=[CH:34][C:33]([CH2:36][C:37]([O:39][CH3:40])=[O:38])=[CH:32][CH:31]=1)[CH2:20][CH2:21][CH2:22][N:23]1[CH2:28][CH2:27][CH2:26][CH2:25][CH2:24]1.[ClH:42].CC(OC)(C)C. Product: [ClH:42].[NH2:1][C:2]1[N:10]=[C:9]([O:11][CH2:12][CH2:13][CH2:14][CH3:15])[N:8]=[C:7]2[C:3]=1[NH:4][C:5](=[O:41])[N:6]2[CH2:16][CH2:17][CH2:18][N:19]([CH2:29][C:30]1[CH:31]=[CH:32][C:33]([CH2:36][C:37]([O:39][CH3:40])=[O:38])=[CH:34][CH:35]=1)[CH2:20][CH2:21][CH2:22][N:23]1[CH2:24][CH2:25][CH2:26][CH2:27][CH2:28]1. The catalyst class is: 5. (2) Reactant: [NH2:1][C:2]1[N:7]=[CH:6][N:5]=[C:4]2[N:8]([C:12]3[CH:17]=[CH:16][C:15]([N:18]([CH3:27])[C:19](=[O:26])/[CH:20]=[CH:21]/[CH2:22][N:23]([CH3:25])[CH3:24])=[CH:14][CH:13]=3)[N:9]=[C:10](I)[C:3]=12.[Cl:28][C:29]1[CH:34]=[CH:33][C:32](B(O)O)=[CH:31][CH:30]=1.C(Cl)Cl. Product: [NH2:1][C:2]1[N:7]=[CH:6][N:5]=[C:4]2[N:8]([C:12]3[CH:17]=[CH:16][C:15]([N:18]([CH3:27])[C:19](=[O:26])/[CH:20]=[CH:21]/[CH2:22][N:23]([CH3:25])[CH3:24])=[CH:14][CH:13]=3)[N:9]=[C:10]([C:32]3[CH:33]=[CH:34][C:29]([Cl:28])=[CH:30][CH:31]=3)[C:3]=12. The catalyst class is: 622. (3) Reactant: [CH:1]1([N:4]2[CH2:9][C:8]3([CH2:14][CH2:13][N:12]([S:15]([C:18]4[CH:23]=[CH:22][C:21]([C:24]5[CH:33]=[C:32]6[C:27]([CH:28]=[CH:29][CH:30]=[N:31]6)=[CH:26][CH:25]=5)=[CH:20][CH:19]=4)(=[O:17])=[O:16])[CH2:11][CH2:10]3)[NH:7][CH2:6][C:5]2=[O:34])[CH2:3][CH2:2]1.[C:35]([O-])(=O)C.[K+].CCN(C(C)C)C(C)C.C=O.C(O[BH-](OC(=O)C)OC(=O)C)(=O)C.[Na+]. Product: [CH:1]1([N:4]2[CH2:9][C:8]3([CH2:10][CH2:11][N:12]([S:15]([C:18]4[CH:23]=[CH:22][C:21]([C:24]5[CH:33]=[C:32]6[C:27]([CH:28]=[CH:29][CH:30]=[N:31]6)=[CH:26][CH:25]=5)=[CH:20][CH:19]=4)(=[O:16])=[O:17])[CH2:13][CH2:14]3)[N:7]([CH3:35])[CH2:6][C:5]2=[O:34])[CH2:3][CH2:2]1. The catalyst class is: 7.